From a dataset of Forward reaction prediction with 1.9M reactions from USPTO patents (1976-2016). Predict the product of the given reaction. (1) Given the reactants [CH:1]([C:3]1[CH:4]=[C:5]([CH3:22])[CH:6]=[C:7]2[C:12]=1[O:11][CH:10]([C:13]([F:16])([F:15])[F:14])[C:9]([C:17]([O:19][CH2:20][CH3:21])=[O:18])=[CH:8]2)=[O:2].C(=O)=O.CC(C)=O.[C:30]1([Mg]Br)[CH:35]=[CH:34][CH:33]=[CH:32][CH:31]=1, predict the reaction product. The product is: [OH:2][CH:1]([C:30]1[CH:35]=[CH:34][CH:33]=[CH:32][CH:31]=1)[C:3]1[CH:4]=[C:5]([CH3:22])[CH:6]=[C:7]2[C:12]=1[O:11][CH:10]([C:13]([F:16])([F:14])[F:15])[C:9]([C:17]([O:19][CH2:20][CH3:21])=[O:18])=[CH:8]2. (2) Given the reactants [F:1][C:2]([F:11])([F:10])[C:3]1([C:7](O)=[O:8])[CH2:6][CH2:5][CH2:4]1.C1COCC1, predict the reaction product. The product is: [F:1][C:2]([F:11])([F:10])[C:3]1([CH2:7][OH:8])[CH2:6][CH2:5][CH2:4]1. (3) Given the reactants [NH:1]1[CH2:6][CH2:5][CH:4]([C:7]([O:9][C:10]([CH3:13])([CH3:12])[CH3:11])=[O:8])[CH2:3][CH2:2]1.[O:14]=[C:15]1[C:23]2[C:18](=[CH:19][C:20]([CH2:24][CH:25]=O)=[CH:21][CH:22]=2)[CH2:17][O:16]1.C(O[BH-](OC(=O)C)OC(=O)C)(=O)C.[Na+].C([O-])(O)=O.[Na+], predict the reaction product. The product is: [O:14]=[C:15]1[C:23]2[C:18](=[CH:19][C:20]([CH2:24][CH2:25][N:1]3[CH2:6][CH2:5][CH:4]([C:7]([O:9][C:10]([CH3:13])([CH3:12])[CH3:11])=[O:8])[CH2:3][CH2:2]3)=[CH:21][CH:22]=2)[CH2:17][O:16]1.